Predict which catalyst facilitates the given reaction. From a dataset of Catalyst prediction with 721,799 reactions and 888 catalyst types from USPTO. (1) Reactant: [Cl:1][C:2]1[CH:7]=[CH:6][C:5]([C:8]2[C:17]3[C:12](=[CH:13][CH:14]=[CH:15][CH:16]=3)[N:11]=[C:10]([NH:18][CH2:19][CH2:20][CH2:21][N:22]3[CH2:27][CH2:26][NH:25][CH2:24][CH2:23]3)[N:9]=2)=[CH:4][CH:3]=1.C(N(CC)CC)C.[F:35][C:36]([F:48])([F:47])[O:37][C:38]1[CH:39]=[C:40]([CH:44]=[CH:45][CH:46]=1)[C:41](Cl)=[O:42]. Product: [Cl:1][C:2]1[CH:7]=[CH:6][C:5]([C:8]2[C:17]3[C:12](=[CH:13][CH:14]=[CH:15][CH:16]=3)[N:11]=[C:10]([NH:18][CH2:19][CH2:20][CH2:21][N:22]3[CH2:27][CH2:26][N:25]([C:41]([C:40]4[CH:44]=[CH:45][CH:46]=[C:38]([O:37][C:36]([F:35])([F:47])[F:48])[CH:39]=4)=[O:42])[CH2:24][CH2:23]3)[N:9]=2)=[CH:4][CH:3]=1. The catalyst class is: 2. (2) Reactant: [Cl:1][C:2]1[CH:3]=[CH:4][C:5]([N:22]2[CH2:27][CH2:26][CH2:25][CH2:24][CH2:23]2)=[C:6]([NH:8][C:9]([C:11]2[CH:12]=[N:13][N:14]3[CH:19]=[C:18]([O:20]C)[CH:17]=[N:16][C:15]=23)=[O:10])[CH:7]=1.C[S-].[Na+]. The catalyst class is: 9. Product: [Cl:1][C:2]1[CH:3]=[CH:4][C:5]([N:22]2[CH2:27][CH2:26][CH2:25][CH2:24][CH2:23]2)=[C:6]([NH:8][C:9]([C:11]2[CH:12]=[N:13][N:14]3[CH:19]=[C:18]([OH:20])[CH:17]=[N:16][C:15]=23)=[O:10])[CH:7]=1. (3) Reactant: Br[C:2]1[S:6][C:5]([C:7]([OH:9])=[O:8])=[CH:4][CH:3]=1.[C:10]([C:13]1[CH:14]=[C:15](B(O)O)[CH:16]=[CH:17][CH:18]=1)(=[O:12])[CH3:11].C(=O)([O-])[O-].[Na+].[Na+]. Product: [C:10]([C:13]1[CH:18]=[C:17]([C:2]2[S:6][C:5]([C:7]([OH:9])=[O:8])=[CH:4][CH:3]=2)[CH:16]=[CH:15][CH:14]=1)(=[O:12])[CH3:11]. The catalyst class is: 838. (4) Product: [NH2:1][C:2]1[C:3]2[N:11]=[C:10]([C:12]3[CH:13]=[C:14]([CH:18]=[C:19]([F:21])[CH:20]=3)[C:15]([NH:29][CH:26]3[CH2:25][CH:24]([OH:27])[CH2:23]3)=[O:17])[CH:9]=[CH:8][C:4]=2[N:5]=[CH:6][N:7]=1. The catalyst class is: 3. Reactant: [NH2:1][C:2]1[C:3]2[N:11]=[C:10]([C:12]3[CH:13]=[C:14]([CH:18]=[C:19]([F:21])[CH:20]=3)[C:15]([OH:17])=O)[CH:9]=[CH:8][C:4]=2[N:5]=[CH:6][N:7]=1.N[CH:23]1[CH2:26][CH2:25][CH:24]1[OH:27].C[N:29](C(ON1N=NC2C=CC=NC1=2)=[N+](C)C)C.F[P-](F)(F)(F)(F)F.CCN(C(C)C)C(C)C. (5) Reactant: [Si]([O:8][CH:9]1[C:17]2[C:12](=[C:13]([C:18]3[S:22][C:21]([C:23]4[CH:24]=[CH:25][C:26]([O:31][CH:32]([CH3:34])[CH3:33])=[C:27]([CH:30]=4)[C:28]#[N:29])=[CH:20][CH:19]=3)[CH:14]=[CH:15][CH:16]=2)[CH2:11][CH2:10]1)(C(C)(C)C)(C)C.Cl. Product: [OH:8][CH:9]1[C:17]2[C:12](=[C:13]([C:18]3[S:22][C:21]([C:23]4[CH:24]=[CH:25][C:26]([O:31][CH:32]([CH3:34])[CH3:33])=[C:27]([CH:30]=4)[C:28]#[N:29])=[CH:20][CH:19]=3)[CH:14]=[CH:15][CH:16]=2)[CH2:11][CH2:10]1. The catalyst class is: 12. (6) Reactant: C(N(C(C)C)CC)(C)C.[Cl:10][C:11]1[CH:19]=[C:18]2[C:14]([C:15]([NH2:20])=[N:16][NH:17]2)=[CH:13][CH:12]=1.Cl.[N:22]1[CH:27]=[CH:26][CH:25]=[CH:24][C:23]=1[C:28](Cl)=[O:29]. Product: [Cl:10][C:11]1[CH:19]=[C:18]2[C:14]([C:15]([NH:20][C:28]([C:23]3[CH:24]=[CH:25][CH:26]=[CH:27][N:22]=3)=[O:29])=[N:16][NH:17]2)=[CH:13][CH:12]=1. The catalyst class is: 17. (7) Reactant: [NH2:1][C:2]1[N:7]=[C:6]([C:8](OC)=[O:9])[CH:5]=[CH:4][C:3]=1[C:12]([O:14][CH3:15])=[O:13].[Cl-].[Ca+2].[Cl-].[BH4-].[Na+].Cl.C(=O)([O-])[O-].[K+].[K+]. Product: [NH2:1][C:2]1[C:3]([C:12]([O:14][CH3:15])=[O:13])=[CH:4][CH:5]=[C:6]([CH2:8][OH:9])[N:7]=1. The catalyst class is: 214.